From a dataset of Forward reaction prediction with 1.9M reactions from USPTO patents (1976-2016). Predict the product of the given reaction. (1) Given the reactants [N:1]1[CH:6]=[CH:5][C:4]([C:7]2[S:11][C:10]([C:12]([OH:14])=O)=[CH:9][CH:8]=2)=[CH:3][CH:2]=1.[CH3:15][O:16][C:17]1[CH:18]=[C:19]([CH2:23][NH2:24])[CH:20]=[CH:21][CH:22]=1, predict the reaction product. The product is: [CH3:15][O:16][C:17]1[CH:18]=[C:19]([CH:20]=[CH:21][CH:22]=1)[CH2:23][NH:24][C:12]([C:10]1[S:11][C:7]([C:4]2[CH:3]=[CH:2][N:1]=[CH:6][CH:5]=2)=[CH:8][CH:9]=1)=[O:14]. (2) The product is: [NH2:27][CH2:26][C:24]([NH:23][C:19]1[CH:20]=[CH:21][CH:22]=[C:17]([C:15]2[S:16][C:11]3[C:10]([N:35]4[CH2:40][CH2:39][O:38][CH2:37][CH2:36]4)=[N:9][C:8]([C:5]4[CH:4]=[N:3][C:2]([NH2:1])=[CH:7][CH:6]=4)=[N:13][C:12]=3[CH:14]=2)[CH:18]=1)=[O:25]. Given the reactants [NH2:1][C:2]1[CH:7]=[CH:6][C:5]([C:8]2[N:9]=[C:10]([N:35]3[CH2:40][CH2:39][O:38][CH2:37][CH2:36]3)[C:11]3[S:16][C:15]([C:17]4[CH:18]=[C:19]([NH:23][C:24]([CH2:26][NH:27]C(=O)OC(C)(C)C)=[O:25])[CH:20]=[CH:21][CH:22]=4)=[CH:14][C:12]=3[N:13]=2)=[CH:4][N:3]=1, predict the reaction product. (3) Given the reactants [Cl:1][C:2]1[CH:7]=[CH:6][C:5]([O:8]C(=O)C(C)(C)C)=[CH:4][C:3]=1[C:15]([NH:17][CH2:18][C:19]1[CH:28]=[CH:27][C:22]([C:23]([O:25][CH3:26])=[O:24])=[CH:21][CH:20]=1)=[O:16].C[O-].[Na+], predict the reaction product. The product is: [Cl:1][C:2]1[CH:7]=[CH:6][C:5]([OH:8])=[CH:4][C:3]=1[C:15]([NH:17][CH2:18][C:19]1[CH:20]=[CH:21][C:22]([C:23]([O:25][CH3:26])=[O:24])=[CH:27][CH:28]=1)=[O:16]. (4) Given the reactants [Cl:1][C:2]1[CH:3]=[C:4]([NH:11][NH2:12])[C:5]([S:8][CH2:9][CH3:10])=[N:6][CH:7]=1.[NH2:13][C:14]1[C:22]([Br:23])=[CH:21][C:20]([CH3:24])=[CH:19][C:15]=1[C:16](O)=[O:17], predict the reaction product. The product is: [NH2:13][C:14]1[C:22]([Br:23])=[CH:21][C:20]([CH3:24])=[CH:19][C:15]=1[C:16]([NH:12][NH:11][C:4]1[C:5]([S:8][CH2:9][CH3:10])=[N:6][CH:7]=[C:2]([Cl:1])[CH:3]=1)=[O:17]. (5) The product is: [CH:1]([C:3]1[CH:11]=[CH:10][C:6]([C:7]([Cl:14])=[O:8])=[CH:5][CH:4]=1)=[CH2:2]. Given the reactants [CH:1]([C:3]1[CH:11]=[CH:10][C:6]([C:7](O)=[O:8])=[CH:5][CH:4]=1)=[CH2:2].S(Cl)([Cl:14])=O, predict the reaction product.